This data is from Forward reaction prediction with 1.9M reactions from USPTO patents (1976-2016). The task is: Predict the product of the given reaction. (1) Given the reactants [CH2:1]([C:5]1[N:10]=[C:9]([CH3:11])[N:8]([C:12]2[CH:17]=[CH:16][CH:15]=[C:14]([CH:18]([O:20][Si](C(C)(C)C)(C)C)[CH3:19])[CH:13]=2)[C:7](=[O:28])[C:6]=1[CH2:29][C:30]1[CH:35]=[CH:34][C:33]([C:36]2[CH:41]=[CH:40][CH:39]=[CH:38][C:37]=2[C:42]2[NH:46][C:45](=[O:47])[O:44][N:43]=2)=[CH:32][CH:31]=1)[CH2:2][CH2:3][CH3:4].[F-].C([N+](CCCC)(CCCC)CCCC)CCC.C(OCC)(=O)C.O, predict the reaction product. The product is: [CH2:1]([C:5]1[N:10]=[C:9]([CH3:11])[N:8]([C:12]2[CH:17]=[CH:16][CH:15]=[C:14]([CH:18]([OH:20])[CH3:19])[CH:13]=2)[C:7](=[O:28])[C:6]=1[CH2:29][C:30]1[CH:35]=[CH:34][C:33]([C:36]2[CH:41]=[CH:40][CH:39]=[CH:38][C:37]=2[C:42]2[NH:46][C:45](=[O:47])[O:44][N:43]=2)=[CH:32][CH:31]=1)[CH2:2][CH2:3][CH3:4]. (2) Given the reactants C([O:8][C:9]([C@@H:11]1[CH2:15][CH2:14][CH2:13][N:12]1[C:16](=[O:35])[C@H:17]([NH:31][C:32](=[O:34])[CH3:33])[CH2:18][C:19]1[CH:24]=[CH:23][C:22]([C:25]2[CH:30]=[CH:29][CH:28]=[CH:27][CH:26]=2)=[CH:21][CH:20]=1)=[O:10])C1C=CC=CC=1, predict the reaction product. The product is: [C:32]([NH:31][C@H:17]([CH2:18][C:19]1[CH:20]=[CH:21][C:22]([C:25]2[CH:30]=[CH:29][CH:28]=[CH:27][CH:26]=2)=[CH:23][CH:24]=1)[C:16]([N:12]1[CH2:13][CH2:14][CH2:15][C@H:11]1[C:9]([OH:10])=[O:8])=[O:35])(=[O:34])[CH3:33]. (3) Given the reactants [CH3:1][Mg]I.N[C:5]1[C:14]2[N:15]=[C:16]([CH2:27][CH2:28][CH2:29][CH3:30])[N:17](CCCC(N(OC)C)=O)[C:13]=2[C:12]2[N:11]=[CH:10][CH:9]=[CH:8][C:7]=2[N:6]=1.[O:31]1[CH2:35][CH2:34][CH2:33][CH2:32]1, predict the reaction product. The product is: [CH2:27]([C:16]1[N:15]([CH2:35][CH2:34][CH2:33][C:32](=[O:31])[CH3:1])[C:14]2[C:5]3[N:6]=[CH:7][CH:8]=[CH:9][C:10]=3[N:11]=[CH:12][C:13]=2[N:17]=1)[CH2:28][CH2:29][CH3:30]. (4) Given the reactants [C:1]([N:11]([CH3:17])[C@H:12]([C:14]([OH:16])=O)[CH3:13])([O:3][CH2:4][C:5]1[CH:10]=[CH:9][CH:8]=[CH:7][CH:6]=1)=[O:2].CN(C(ON1N=NC2C=CC=NC1=2)=[N+](C)C)C.F[P-](F)(F)(F)(F)F.CCN(C(C)C)C(C)C.[C:51]([O:55][C:56]([N:58]1[CH2:62][CH:61]([O:63][CH2:64][C:65]2[CH:70]=[CH:69][C:68]([F:71])=[CH:67][CH:66]=2)[CH:60]2[N:72]([C:75](=[O:82])[CH:76]([NH2:81])[C:77]([CH3:80])([CH3:79])[CH3:78])[CH2:73][CH2:74][CH:59]12)=[O:57])([CH3:54])([CH3:53])[CH3:52].[OH-].[Na+], predict the reaction product. The product is: [C:51]([O:55][C:56]([N:58]1[CH2:62][CH:61]([O:63][CH2:64][C:65]2[CH:70]=[CH:69][C:68]([F:71])=[CH:67][CH:66]=2)[CH:60]2[N:72]([C:75](=[O:82])[CH:76]([NH:81][C:14](=[O:16])[CH:12]([N:11]([C:1]([O:3][CH2:4][C:5]3[CH:6]=[CH:7][CH:8]=[CH:9][CH:10]=3)=[O:2])[CH3:17])[CH3:13])[C:77]([CH3:80])([CH3:79])[CH3:78])[CH2:73][CH2:74][CH:59]12)=[O:57])([CH3:54])([CH3:52])[CH3:53]. (5) Given the reactants [N+:1]([C:4]1[CH:5]=[N:6][C:7]2[C:12]([C:13]=1[NH:14][CH2:15][CH2:16][CH2:17][CH2:18][CH2:19][C:20]([C:22]1[CH:27]=[CH:26][CH:25]=[CH:24][CH:23]=1)=[O:21])=[CH:11][CH:10]=[CH:9][CH:8]=2)([O-])=O, predict the reaction product. The product is: [NH2:1][C:4]1[CH:5]=[N:6][C:7]2[C:12]([C:13]=1[NH:14][CH2:15][CH2:16][CH2:17][CH2:18][CH2:19][C:20]([C:22]1[CH:27]=[CH:26][CH:25]=[CH:24][CH:23]=1)=[O:21])=[CH:11][CH:10]=[CH:9][CH:8]=2.